Dataset: Full USPTO retrosynthesis dataset with 1.9M reactions from patents (1976-2016). Task: Predict the reactants needed to synthesize the given product. (1) Given the product [CH2:19]([O:18][C:16](=[O:17])[CH2:15][N:6]1[CH:7]=[C:3]([C:2]([F:9])([F:8])[F:1])[N:4]=[CH:5]1)[CH3:20], predict the reactants needed to synthesize it. The reactants are: [F:1][C:2]([F:9])([F:8])[C:3]1[N:4]=[CH:5][NH:6][CH:7]=1.CC[O-].[Na+].Br[CH2:15][C:16]([O:18][CH2:19][CH3:20])=[O:17]. (2) Given the product [Cl:23][C:24]1[CH:25]=[CH:26][C:27]([O:22][CH2:21][C:18]2[CH:17]=[CH:16][C:15]([O:14][CH2:13][C:3]3[N:4]=[C:5]([C:7]4[CH:8]=[CH:9][CH:10]=[CH:11][CH:12]=4)[O:6][C:2]=3[CH3:1])=[CH:20][CH:19]=2)=[C:28]([CH2:30][C:31]([O:33][CH3:34])=[O:32])[CH:29]=1, predict the reactants needed to synthesize it. The reactants are: [CH3:1][C:2]1[O:6][C:5]([C:7]2[CH:12]=[CH:11][CH:10]=[CH:9][CH:8]=2)=[N:4][C:3]=1[CH2:13][O:14][C:15]1[CH:20]=[CH:19][C:18]([CH2:21][OH:22])=[CH:17][CH:16]=1.[Cl:23][C:24]1[CH:25]=[CH:26][C:27](O)=[C:28]([CH2:30][C:31]([O:33][CH3:34])=[O:32])[CH:29]=1.C1(P(C2C=CC=CC=2)C2C=CC=CC=2)C=CC=CC=1.N(C(OCC)=O)=NC(OCC)=O.